Task: Predict the reaction yield, written as a fraction of the theoretical maximum amount of product (1.0 means a 100% yield; for example, 0.34 means a 34% yield).. Dataset: Reaction yield outcomes from USPTO patents with 853,638 reactions The reactants are Cl[CH2:2][C:3]1[CH:28]=[CH:27][C:6]([O:7][CH2:8][C:9]2[N:10]=[C:11]([C:15]3[CH:20]=[CH:19][C:18]([CH2:21][C:22]([O:24][CH2:25][CH3:26])=[O:23])=[CH:17][CH:16]=3)[O:12][C:13]=2[CH3:14])=[C:5]([O:29][CH3:30])[CH:4]=1.Cl.[CH3:32][C:33]1[S:34][CH:35]=[C:36](/[CH:38]=[CH:39]/[C:40]2[C:41]([OH:51])=[N:42][N:43]([C:45]3[CH:50]=[CH:49][CH:48]=[CH:47][CH:46]=3)[CH:44]=2)[N:37]=1.C(=O)([O-])[O-].[K+].[K+].CN(C)C=O. The catalyst is O. The product is [CH3:30][O:29][C:5]1[CH:4]=[C:3]([CH2:2][O:51][C:41]2[C:40](/[CH:39]=[CH:38]/[C:36]3[N:37]=[C:33]([CH3:32])[S:34][CH:35]=3)=[CH:44][N:43]([C:45]3[CH:50]=[CH:49][CH:48]=[CH:47][CH:46]=3)[N:42]=2)[CH:28]=[CH:27][C:6]=1[O:7][CH2:8][C:9]1[N:10]=[C:11]([C:15]2[CH:16]=[CH:17][C:18]([CH2:21][C:22]([O:24][CH2:25][CH3:26])=[O:23])=[CH:19][CH:20]=2)[O:12][C:13]=1[CH3:14]. The yield is 0.530.